From a dataset of Experimentally validated miRNA-target interactions with 360,000+ pairs, plus equal number of negative samples. Binary Classification. Given a miRNA mature sequence and a target amino acid sequence, predict their likelihood of interaction. (1) The miRNA is hsa-miR-1269a with sequence CUGGACUGAGCCGUGCUACUGG. The protein sequence of the target gene is MALLLTLTSPDLEGTWDTRDKDGFKAQEGPPLAVPEFPVCGLYRIYGVCGSFSSFFIIRCSLCALETLKSPQHDPLEIPEQSLKLIPLVSGKRELTRGQKAGEKPLAAGPGEEELLRGSAPHAQDTQSEELPPSCTISGEKKPPAVSGEATGADAGRLCPPPRSRAPHKDRTLARSRPQTQGEDCSLPVGEVKIGKRSYSPAPGKQKKPNAMGLAPTSSPGAPNSARATHNPVPCGSGRGPCHLANLLSTLAQSNQNRDHKQGPPEVTCQIRKKTRTLYRSDQLEELEKIFQEDHYPDSD.... Result: 0 (no interaction). (2) The miRNA is hsa-miR-6753-5p with sequence CACCAGGGCAGAGCAGGGCUGA. The protein sequence of the target gene is MKLLTGLVFCSLVLGVSSRSFFSFLGEAFDGARDMWRAYSDMREANYIGSDKYFHARGNYDAAKRGPGGVWAAEAISDARENIQRFFGHGAEDSLADQAANEWGRSGKDPNHFRPAGLPEKY. Result: 1 (interaction). (3) The miRNA is hsa-miR-3179 with sequence AGAAGGGGUGAAAUUUAAACGU. The protein sequence of the target gene is MAAAAAAAAAVGVRLRDCCSRGAVLLLFFSLSPRPPAAAAWLLGLRPEDTAGGRVSLEGGTLRAAEGTSFLLRVYFQPGPPATAAPVPSPTLNSGENGTGDWAPRLVFIEEPPGGGGVAPSAVPTRPPGPQRCREQSDWASDVEVLGPLRPGGVAGSALVQVRVRELRKGEAERGGAGGGGKLFSLCAWDGRAWHHHGAAGGFLLRVRPRLYGPGGDLLPPAWLRALGALLLLALSALFSGLRLSLLSLDPVELRVLRNSGSAAEQEQARRVQAVRGRGTHLLCTLLLGQAGANAALAGW.... Result: 0 (no interaction).